This data is from Reaction yield outcomes from USPTO patents with 853,638 reactions. The task is: Predict the reaction yield, written as a fraction of the theoretical maximum amount of product (1.0 means a 100% yield; for example, 0.34 means a 34% yield). (1) The reactants are [CH3:1][O:2][C:3](=[O:21])[C:4]1[CH:9]=[CH:8][CH:7]=[C:6]([C:10]2[O:11][C:12]3[CH:18]=[CH:17][CH:16]=[C:15]([CH2:19]Br)[C:13]=3[N:14]=2)[CH:5]=1.C1N2CN3CN(C2)CN1C3.C(O)(=[O:34])C.O. No catalyst specified. The product is [CH3:1][O:2][C:3](=[O:21])[C:4]1[CH:9]=[CH:8][CH:7]=[C:6]([C:10]2[O:11][C:12]3[CH:18]=[CH:17][CH:16]=[C:15]([CH:19]=[O:34])[C:13]=3[N:14]=2)[CH:5]=1. The yield is 0.320. (2) The reactants are C[O:2][C:3](=O)[C:4]1[CH:9]=[CH:8][C:7]([CH2:10][CH2:11][C:12](=[O:14])[CH3:13])=[CH:6][CH:5]=1.[H-].[Al+3].[Li+].[H-].[H-].[H-]. The catalyst is C1COCC1. The product is [OH:2][CH2:3][C:4]1[CH:9]=[CH:8][C:7]([CH2:10][CH2:11][CH:12]([OH:14])[CH3:13])=[CH:6][CH:5]=1. The yield is 0.710. (3) The reactants are [CH3:1][C:2]1[C:6]([CH2:7][N:8]2[CH:12]=[C:11]([N:13]3[C:17](=[O:18])[CH2:16][NH:15][C:14]3=[O:19])[CH:10]=[N:9]2)=[C:5]([CH3:20])[O:4][N:3]=1.[Cl:21][C:22]1[CH:23]=[C:24]([CH:28]=[CH:29][CH:30]=1)[CH2:25][CH2:26]Br. No catalyst specified. The product is [Cl:21][C:22]1[CH:23]=[C:24]([CH:28]=[CH:29][CH:30]=1)[CH2:25][CH2:26][N:15]1[CH2:16][C:17](=[O:18])[N:13]([C:11]2[CH:10]=[N:9][N:8]([CH2:7][C:6]3[C:2]([CH3:1])=[N:3][O:4][C:5]=3[CH3:20])[CH:12]=2)[C:14]1=[O:19]. The yield is 0.270.